Dataset: Peptide-MHC class II binding affinity with 134,281 pairs from IEDB. Task: Regression. Given a peptide amino acid sequence and an MHC pseudo amino acid sequence, predict their binding affinity value. This is MHC class II binding data. (1) The MHC is DRB1_0301 with pseudo-sequence DRB1_0301. The binding affinity (normalized) is 0.136. The peptide sequence is AEIGSAISTANGAAA. (2) The peptide sequence is GYKVLVLNPSVAATLGFGAY. The MHC is DRB1_1501 with pseudo-sequence DRB1_1501. The binding affinity (normalized) is 0.655. (3) The peptide sequence is PCREQDELIGRGRVS. The MHC is DRB1_0301 with pseudo-sequence DRB1_0301. The binding affinity (normalized) is 0.593. (4) The peptide sequence is PEGLLWLLLTGKVPT. The MHC is DRB1_0701 with pseudo-sequence DRB1_0701. The binding affinity (normalized) is 0.271. (5) The peptide sequence is AGAEPAGKATTEEQK. The MHC is DRB5_0101 with pseudo-sequence DRB5_0101. The binding affinity (normalized) is 0.0372. (6) The peptide sequence is KYLFNWAVRTKLKLTPIA. The MHC is DRB1_1101 with pseudo-sequence DRB1_1101. The binding affinity (normalized) is 0.605. (7) The peptide sequence is EKKYFAATQFEPLAQ. The MHC is HLA-DPA10201-DPB11401 with pseudo-sequence HLA-DPA10201-DPB11401. The binding affinity (normalized) is 0.789. (8) The peptide sequence is FKIMLKALSHLSLGL. The MHC is DRB1_0405 with pseudo-sequence DRB1_0405. The binding affinity (normalized) is 0.690. (9) The peptide sequence is SAGRSRRSRRAIDLP. The MHC is HLA-DQA10102-DQB10501 with pseudo-sequence HLA-DQA10102-DQB10501. The binding affinity (normalized) is 0.